From a dataset of Reaction yield outcomes from USPTO patents with 853,638 reactions. Predict the reaction yield, written as a fraction of the theoretical maximum amount of product (1.0 means a 100% yield; for example, 0.34 means a 34% yield). (1) The reactants are [N:1]1([C:7]([C:9]2[N:10]([CH2:26][C:27]([F:30])([F:29])[F:28])[C:11]3[C:16]([CH:17]=2)=[CH:15][C:14]([O:18][CH2:19][CH:20]2[O:25][CH2:24][CH2:23][NH:22][CH2:21]2)=[CH:13][CH:12]=3)=[O:8])[CH2:6][CH2:5][O:4][CH2:3][CH2:2]1.FC(F)(F)C([O-])=O.O.[CH3:39][C:40]([CH3:42])=O.C(O)(=O)C.C([BH3-])#N.[Na+]. The catalyst is O1CCCC1. The product is [CH:40]([N:22]1[CH2:23][CH2:24][O:25][CH:20]([CH2:19][O:18][C:14]2[CH:15]=[C:16]3[C:11](=[CH:12][CH:13]=2)[N:10]([CH2:26][C:27]([F:30])([F:29])[F:28])[C:9]([C:7]([N:1]2[CH2:6][CH2:5][O:4][CH2:3][CH2:2]2)=[O:8])=[CH:17]3)[CH2:21]1)([CH3:42])[CH3:39]. The yield is 0.430. (2) The reactants are [C:1]([C:5]1[CH:9]=[C:8](/[N:10]=[CH:11]/[N:12]([CH3:14])[CH3:13])[NH:7][N:6]=1)([CH3:4])([CH3:3])[CH3:2].[H-].[Na+].Br[CH2:18][CH:19]1[CH2:24][CH2:23][CH2:22][CH2:21][O:20]1.[I-].[Na+]. The catalyst is CN(C)C=O. The product is [C:1]([C:5]1[CH:9]=[C:8](/[N:10]=[CH:11]/[N:12]([CH3:14])[CH3:13])[N:7]([CH2:18][CH:19]2[CH2:24][CH2:23][CH2:22][CH2:21][O:20]2)[N:6]=1)([CH3:4])([CH3:2])[CH3:3]. The yield is 0.550.